Dataset: Forward reaction prediction with 1.9M reactions from USPTO patents (1976-2016). Task: Predict the product of the given reaction. (1) Given the reactants [CH2:1]([O:8][CH2:9][C@H:10]([NH:14][C:15]([O:17][C:18]([CH3:21])([CH3:20])[CH3:19])=[O:16])[C:11](O)=[O:12])[C:2]1[CH:7]=[CH:6][CH:5]=[CH:4][CH:3]=1.C[N:23]1CCOCC1.C(OC(Cl)=O)C(C)C.N, predict the reaction product. The product is: [C:18]([O:17][C:15](=[O:16])[NH:14][C@H:10]([C:11](=[O:12])[NH2:23])[CH2:9][O:8][CH2:1][C:2]1[CH:7]=[CH:6][CH:5]=[CH:4][CH:3]=1)([CH3:21])([CH3:20])[CH3:19]. (2) Given the reactants [S-:1][C:2]#[N:3].[K+].C(#N)C.[F:8][C:9]1[CH:14]=[CH:13][C:12]([CH2:15][C:16](Cl)=[O:17])=[CH:11][CH:10]=1.C(=O)([O-])O.[Na+], predict the reaction product. The product is: [F:8][C:9]1[CH:14]=[CH:13][C:12]([CH2:15][C:16]([N:3]=[C:2]=[S:1])=[O:17])=[CH:11][CH:10]=1. (3) Given the reactants [F:1][C:2]([F:33])([F:32])[C:3]([C:12]1[CH:13]=[C:14](/[CH:29]=[CH:30]/[CH3:31])[C:15]([O:18][C:19]2[CH:20]=[C:21]([CH:26]=[CH:27][CH:28]=2)[C:22](OC)=[O:23])=[N:16][CH:17]=1)([O:8][CH2:9][O:10][CH3:11])[C:4]([F:7])([F:6])[F:5].[H-].[Al+3].[Li+].[H-].[H-].[H-].CO.O, predict the reaction product. The product is: [F:33][C:2]([F:1])([F:32])[C:3]([C:12]1[CH:13]=[C:14](/[CH:29]=[CH:30]/[CH3:31])[C:15]([O:18][C:19]2[CH:20]=[C:21]([CH2:22][OH:23])[CH:26]=[CH:27][CH:28]=2)=[N:16][CH:17]=1)([O:8][CH2:9][O:10][CH3:11])[C:4]([F:7])([F:6])[F:5]. (4) Given the reactants ONC(=O)/C=C/C1C=CC(CN2CCC[C@H]2CC2C3C(=CC=CC=3)NC=2)=CC=1.[N:29]1([C:38]([C@H:40]2[CH2:44][CH2:43][CH2:42][N:41]2[CH2:45][C:46]2[CH:51]=[CH:50][C:49](/[CH:52]=[CH:53]/[C:54]([NH:56][OH:57])=[O:55])=[CH:48][CH:47]=2)=O)[C:37]2[C:32](=[CH:33][CH:34]=[CH:35][CH:36]=2)[CH2:31][CH2:30]1.N1(C([C@@H]2CCCN2CC2C=CC(/C=C/C(NO)=O)=CC=2)=O)C2C(=CC=CC=2)CC1, predict the reaction product. The product is: [N:29]1([CH2:38][C@@H:40]2[CH2:44][CH2:43][CH2:42][N:41]2[CH2:45][C:46]2[CH:47]=[CH:48][C:49](/[CH:52]=[CH:53]/[C:54]([NH:56][OH:57])=[O:55])=[CH:50][CH:51]=2)[C:37]2[C:32](=[CH:33][CH:34]=[CH:35][CH:36]=2)[CH2:31][CH2:30]1. (5) Given the reactants C(OC([N:8]([CH2:43][CH2:44][CH2:45][C:46]1[CH:51]=[CH:50][CH:49]=[CH:48][CH:47]=1)[CH2:9][CH2:10][CH2:11][O:12][C:13]1[C:14]([O:41][CH3:42])=[C:15]([C@@H:19]2[C:25]3[CH:26]=[C:27]([Cl:30])[CH:28]=[CH:29][C:24]=3[N:23]([CH2:31][C:32]([CH3:35])([CH3:34])[CH3:33])[C:22](=[O:36])[C@@H:21]([CH2:37][C:38]([OH:40])=O)[O:20]2)[CH:16]=[CH:17][CH:18]=1)=O)(C)(C)C.C(OC(=O)[NH:58][CH2:59][CH2:60][NH2:61])(C)(C)C, predict the reaction product. The product is: [ClH:30].[ClH:30].[NH2:58][CH2:59][CH2:60][NH:61][C:38](=[O:40])[CH2:37][C@H:21]1[O:20][C@H:19]([C:15]2[CH:16]=[CH:17][CH:18]=[C:13]([O:12][CH2:11][CH2:10][CH2:9][NH:8][CH2:43][CH2:44][CH2:45][C:46]3[CH:47]=[CH:48][CH:49]=[CH:50][CH:51]=3)[C:14]=2[O:41][CH3:42])[C:25]2[CH:26]=[C:27]([Cl:30])[CH:28]=[CH:29][C:24]=2[N:23]([CH2:31][C:32]([CH3:34])([CH3:33])[CH3:35])[C:22]1=[O:36]. (6) Given the reactants [C:1]([N:4]1[C:12]2[C:7](=[CH:8][CH:9]=[CH:10][CH:11]=2)[CH2:6][C:5]1=[O:13])(=[O:3])[CH3:2].[N:14]1[CH:19]=[CH:18][N:17]=[CH:16][C:15]=1[C:20](O)=[O:21].CN(C(ON1N=NC2C=CC=CC1=2)=[N+](C)C)C.[B-](F)(F)(F)F.C(N(C(C)C)C(C)C)C.Cl, predict the reaction product. The product is: [C:1]([N:4]1[C:12]2[C:7](=[CH:8][CH:9]=[CH:10][CH:11]=2)[C:6](=[C:20]([OH:21])[C:15]2[CH:16]=[N:17][CH:18]=[CH:19][N:14]=2)[C:5]1=[O:13])(=[O:3])[CH3:2]. (7) Given the reactants [C:1]12([C:11]3[CH:16]=[C:15]([C:17]45[CH2:26][CH:21]6[CH2:22][CH:23]([CH2:25][CH:19]([CH2:20]6)[CH2:18]4)[CH2:24]5)[C:14]([O:27][C:28]4[CH:33]=[CH:32][C:31]([N+:34]([O-])=O)=[CH:30][CH:29]=4)=[CH:13][C:12]=3[O:37][C:38]3[CH:43]=[CH:42][C:41]([N+:44]([O-])=O)=[CH:40][CH:39]=3)[CH2:10][CH:5]3[CH2:6][CH:7]([CH2:9][CH:3]([CH2:4]3)[CH2:2]1)[CH2:8]2, predict the reaction product. The product is: [C:1]12([C:11]3[CH:16]=[C:15]([C:17]45[CH2:18][CH:19]6[CH2:25][CH:23]([CH2:22][CH:21]([CH2:20]6)[CH2:26]4)[CH2:24]5)[C:14]([O:27][C:28]4[CH:29]=[CH:30][C:31]([NH2:34])=[CH:32][CH:33]=4)=[CH:13][C:12]=3[O:37][C:38]3[CH:43]=[CH:42][C:41]([NH2:44])=[CH:40][CH:39]=3)[CH2:8][CH:7]3[CH2:9][CH:3]([CH2:4][CH:5]([CH2:6]3)[CH2:10]1)[CH2:2]2. (8) The product is: [Br:1][C:2]1[CH:3]=[C:4]2[C:9](=[N:10][CH:11]=1)[NH:8][C:7](=[O:12])[CH:6]([CH2:13][OH:14])[CH2:5]2. Given the reactants [Br:1][C:2]1[CH:3]=[C:4]2[C:9](=[N:10][CH:11]=1)[NH:8][C:7](=[O:12])[CH:6]([C:13](OC)=[O:14])[CH2:5]2.[BH4-].[Na+], predict the reaction product. (9) Given the reactants C1(C)C=CC(S([CH2:9][CH2:10][C:11]2[N:29]=[C:14]3[CH:15]([C:19]4[CH:24]=[CH:23][CH:22]=[CH:21][C:20]=4[C:25]([F:28])([F:27])[F:26])[CH2:16][CH2:17][CH2:18][N:13]3[N:12]=2)=O)=CC=1, predict the reaction product. The product is: [F:28][C:25]([F:26])([F:27])[C:20]1[CH:21]=[CH:22][CH:23]=[CH:24][C:19]=1[CH:15]1[CH2:16][CH2:17][CH2:18][N:13]2[N:12]=[C:11]([CH:10]=[CH2:9])[N:29]=[C:14]12.